Dataset: Full USPTO retrosynthesis dataset with 1.9M reactions from patents (1976-2016). Task: Predict the reactants needed to synthesize the given product. (1) Given the product [ClH:52].[CH3:1][O:2][CH2:3][CH2:4][CH2:5][CH2:6][C:7]1[N:11]([C:12]2[CH:13]=[CH:14][CH:15]=[CH:16][CH:17]=2)[N:10]=[N:9][C:8]=1[C:18]([N:20]([CH2:42][CH:43]([CH3:45])[CH3:44])[C@H:21]1[CH2:26][C@@H:25]([C:27]([N:29]2[CH2:34][CH2:33][O:32][CH2:31][CH2:30]2)=[O:28])[CH2:24][NH:23][CH2:22]1)=[O:19], predict the reactants needed to synthesize it. The reactants are: [CH3:1][O:2][CH2:3][CH2:4][CH2:5][CH2:6][C:7]1[N:11]([C:12]2[CH:17]=[CH:16][CH:15]=[CH:14][CH:13]=2)[N:10]=[N:9][C:8]=1[C:18]([N:20]([CH2:42][CH:43]([CH3:45])[CH3:44])[C@H:21]1[CH2:26][C@@H:25]([C:27]([N:29]2[CH2:34][CH2:33][O:32][CH2:31][CH2:30]2)=[O:28])[CH2:24][N:23](C(OC(C)(C)C)=O)[CH2:22]1)=[O:19].C(OCC)(=O)C.[ClH:52]. (2) Given the product [C:1]([O:9][CH2:10][C@@H:11]1[C@@H:15]([O:16][C:17](=[O:24])[C:18]2[CH:19]=[CH:20][CH:21]=[CH:22][CH:23]=2)[C@:14]([F:26])([CH3:25])[C@H:13]([OH:27])[O:12]1)(=[O:8])[C:2]1[CH:7]=[CH:6][CH:5]=[CH:4][CH:3]=1, predict the reactants needed to synthesize it. The reactants are: [C:1]([O:9][CH2:10][C@@H:11]1[C@@H:15]([O:16][C:17](=[O:24])[C:18]2[CH:23]=[CH:22][CH:21]=[CH:20][CH:19]=2)[C@:14]([F:26])([CH3:25])[C:13](=[O:27])[O:12]1)(=[O:8])[C:2]1[CH:7]=[CH:6][CH:5]=[CH:4][CH:3]=1.C(O[AlH-](OC(C)(C)C)OC(C)(C)C)(C)(C)C.[Li+].CCOC(C)=O. (3) The reactants are: [CH:1]([C:5]1[C:6]([OH:24])=[C:7]([CH:10]=[C:11]([CH:13]=[CH:14][C:15]([C:17]2[CH:22]=[CH:21][C:20]([Cl:23])=[CH:19][CH:18]=2)=[O:16])[CH:12]=1)C=O)([CH2:3][CH3:4])[CH3:2].[CH:25](C1C(O)=C(C=C(/C=C/C(=O)C2C=CC(C)=CC=2)C=1)C=O)(CC)C.[C:49]([O:57][CH2:58]C)(=[O:56])[CH2:50][C:51]([O:53]CC)=O.N1C=CC=CC=1. Given the product [CH:1]([C:5]1[CH:12]=[C:11]([CH:13]=[CH:14][C:15]([C:17]2[CH:22]=[CH:21][C:20]([Cl:23])=[CH:19][CH:18]=2)=[O:16])[CH:10]=[C:7]2[C:6]=1[O:24][C:51](=[O:53])[C:50]([C:49]([O:57][CH3:58])=[O:56])=[CH:25]2)([CH2:3][CH3:4])[CH3:2], predict the reactants needed to synthesize it. (4) Given the product [C:18]([O:17][C:16]([NH:15][C@@H:13]([CH3:14])[CH2:12][O:1][C:2]1[CH:6]=[C:5]([C:7]([O:9][CH3:10])=[O:8])[O:4][N:3]=1)=[O:22])([CH3:21])([CH3:20])[CH3:19], predict the reactants needed to synthesize it. The reactants are: [OH:1][C:2]1[CH:6]=[C:5]([C:7]([O:9][CH3:10])=[O:8])[O:4][N:3]=1.O[CH2:12][C@@H:13]([NH:15][C:16](=[O:22])[O:17][C:18]([CH3:21])([CH3:20])[CH3:19])[CH3:14].C1(P(C2C=CC=CC=2)C2C=CC=CC=2)C=CC=CC=1.N(C(OC(C)C)=O)=NC(OC(C)C)=O. (5) The reactants are: [Cl-].[Na+].C(O)(=O)C.[F:7][C:8]([C@H:17]1[C@H:21]([OH:22])[CH2:20][CH:19]=[CH:18]1)(C(OC)=O)[C:9]([O:11][CH3:12])=[O:10].FC([C@@H]1[C@@H](O)CC=C1)(C(OC)=O)C(OC)=O.FC([C@H]1[C@H](O)CC=C1)C(OC)=O. Given the product [F:7][CH:8]([C@@H:17]1[C@@H:21]([OH:22])[CH2:20][CH:19]=[CH:18]1)[C:9]([O:11][CH3:12])=[O:10], predict the reactants needed to synthesize it. (6) Given the product [Cl:24][C:10]1[N:9]2[N:13]=[C:14]([C:16]3[CH:21]=[CH:20][CH:19]=[CH:18][CH:17]=3)[CH:15]=[C:8]2[N:7]=[C:6]([C:2]2[O:1][CH:5]=[CH:4][CH:3]=2)[CH:11]=1, predict the reactants needed to synthesize it. The reactants are: [O:1]1[CH:5]=[CH:4][CH:3]=[C:2]1[C:6]1[NH:7][C:8]2[N:9]([N:13]=[C:14]([C:16]3[CH:21]=[CH:20][CH:19]=[CH:18][CH:17]=3)[CH:15]=2)[C:10](=O)[CH:11]=1.O=P(Cl)(Cl)[Cl:24].CN(C)C1C=CC=CC=1. (7) The reactants are: [F:1][C:2]1[CH:7]=[C:6]([F:8])[CH:5]=[CH:4][C:3]=1[C:9]1([C:12]([F:26])([F:25])[C:13]2[CH:18]=[CH:17][C:16]([O:19][CH2:20][C:21]([F:24])([F:23])[F:22])=[CH:15][N:14]=2)[CH2:11][O:10]1.[Cl-].[NH4+].[N-:29]=[N+:30]=[N-:31].[Na+].N#N. Given the product [N:29]([CH2:11][C:9]([C:3]1[CH:4]=[CH:5][C:6]([F:8])=[CH:7][C:2]=1[F:1])([OH:10])[C:12]([F:26])([F:25])[C:13]1[CH:18]=[CH:17][C:16]([O:19][CH2:20][C:21]([F:24])([F:23])[F:22])=[CH:15][N:14]=1)=[N+:30]=[N-:31], predict the reactants needed to synthesize it. (8) Given the product [F:2][C:3]1[CH:4]=[C:5]([NH:10][NH:11][CH:13]([CH3:15])[C:12]([O:17][CH2:18][CH3:19])=[O:16])[CH:6]=[C:7]([F:9])[CH:8]=1, predict the reactants needed to synthesize it. The reactants are: Cl.[F:2][C:3]1[CH:4]=[C:5]([NH:10][NH2:11])[CH:6]=[C:7]([F:9])[CH:8]=1.[C:12]([O:17][CH2:18][CH3:19])(=[O:16])[C:13]([CH3:15])=O.